Regression. Given a peptide amino acid sequence and an MHC pseudo amino acid sequence, predict their binding affinity value. This is MHC class II binding data. From a dataset of Peptide-MHC class II binding affinity with 134,281 pairs from IEDB. (1) The peptide sequence is LEVTEVFNFSQDDLL. The MHC is DRB1_0401 with pseudo-sequence DRB1_0401. The binding affinity (normalized) is 0.277. (2) The peptide sequence is KYFAATQFEPLAARL. The MHC is DRB1_0405 with pseudo-sequence DRB1_0405. The binding affinity (normalized) is 0.421. (3) The peptide sequence is SHLVRSWVTAGEIHA. The MHC is DRB1_0801 with pseudo-sequence DRB1_0801. The binding affinity (normalized) is 0.397. (4) The peptide sequence is LPVPPTVTVFKIPKK. The MHC is DRB3_0101 with pseudo-sequence DRB3_0101. The binding affinity (normalized) is 0.0771. (5) The peptide sequence is GNIVSSVNMVSRLLL. The MHC is DRB1_0701 with pseudo-sequence DRB1_0701. The binding affinity (normalized) is 0.857. (6) The peptide sequence is RSSNFQCQKLLWQLN. The MHC is DRB1_0701 with pseudo-sequence DRB1_0701. The binding affinity (normalized) is 0.152. (7) The peptide sequence is TTEEQKLIEDINVGF. The MHC is DRB3_0101 with pseudo-sequence DRB3_0101. The binding affinity (normalized) is 0.948. (8) The peptide sequence is LGQQQPFPPQQPYPQPQ. The binding affinity (normalized) is 0.198. The MHC is HLA-DQA10101-DQB10501 with pseudo-sequence HLA-DQA10101-DQB10501.